Regression/Classification. Given a drug SMILES string, predict its absorption, distribution, metabolism, or excretion properties. Task type varies by dataset: regression for continuous measurements (e.g., permeability, clearance, half-life) or binary classification for categorical outcomes (e.g., BBB penetration, CYP inhibition). Dataset: b3db_classification. From a dataset of Blood-brain barrier permeability classification from the B3DB database. (1) The compound is OC1CCN(c2ccc(-c3ccc(Cl)cc3Cl)nn2)CC1. The result is 1 (penetrates BBB). (2) The compound is CSc1nn2c(N3CCNCC3)c3c(nc2c1S(=O)(=O)c1ccccc1)CCC3. The result is 1 (penetrates BBB). (3) The molecule is COc1ccc(C(C)C)cc1CN[C@H]1C2CCN(CC2)[C@H]1C(c1ccccc1)c1ccccc1. The result is 1 (penetrates BBB). (4) The drug is CC(=O)OCC(=O)[C@@]1(OC(=O)c2ccco2)[C@H](C)C[C@H]2C3CCC4=CC(=O)C=C[C@]4(C)[C@@]3(F)[C@@H](O)C[C@@]21C. The result is 1 (penetrates BBB). (5) The molecule is CC1=NN=C(c2ccc(N)cc2)c2cc3c(cc2C1)OCO3. The result is 1 (penetrates BBB). (6) The drug is CC(=O)[C@H]1CC[C@H]2[C@@H]3C[C@H](O)[C@]45C[C@H]4CC[C@]5(C)[C@H]3CC[C@]12C. The result is 1 (penetrates BBB). (7) The compound is CC12CCC3C(CCC45OC4C(O)=C(C#N)CC35C)C1CCC2O. The result is 0 (does not penetrate BBB). (8) The drug is O=c1c(O[C@@H]2O[C@H](CO)[C@@H](O)[C@H](O)[C@H]2O)c(-c2ccc(O)c(O)c2)oc2cc(O)cc(O)c12. The result is 0 (does not penetrate BBB).